Task: Predict the reaction yield, written as a fraction of the theoretical maximum amount of product (1.0 means a 100% yield; for example, 0.34 means a 34% yield).. Dataset: Reaction yield outcomes from USPTO patents with 853,638 reactions (1) The reactants are [Br-].[Mg+2].[Br-].[C:4]([O:10][CH2:11][N:12]1[C:21](=[O:22])[C:20]2[C:15](=[CH:16][CH:17]=[CH:18][C:19]=2[O:23]C)[N:14]=[CH:13]1)(=[O:9])[C:5]([CH3:8])([CH3:7])[CH3:6]. The catalyst is N1C=CC=CC=1. The product is [C:4]([O:10][CH2:11][N:12]1[C:21](=[O:22])[C:20]2[C:15](=[CH:16][CH:17]=[CH:18][C:19]=2[OH:23])[N:14]=[CH:13]1)(=[O:9])[C:5]([CH3:8])([CH3:7])[CH3:6]. The yield is 0.900. (2) The reactants are [CH3:1][N:2]([CH2:10][CH2:11][CH2:12][N:13]([CH3:33])[C:14]1[C:22]2[O:21][CH:20]=[CH:19][C:18]=2[CH:17]=[C:16]([NH:23][S:24]([C:27]2[CH:32]=[CH:31][CH:30]=[CH:29][CH:28]=2)(=[O:26])=[O:25])[CH:15]=1)C(=O)OC(C)(C)C.C(O)(C(F)(F)F)=O.C(Cl)[Cl:42]. No catalyst specified. The product is [ClH:42].[CH3:33][N:13]([CH2:12][CH2:11][CH2:10][NH:2][CH3:1])[C:14]1[C:22]2[O:21][CH:20]=[CH:19][C:18]=2[CH:17]=[C:16]([NH:23][S:24]([C:27]2[CH:32]=[CH:31][CH:30]=[CH:29][CH:28]=2)(=[O:26])=[O:25])[CH:15]=1. The yield is 0.980. (3) The reactants are C1(P(Cl)(Cl)(Cl)[Cl:8])C=CC=CC=1.[F:12][C:13]([F:40])([C:36]([F:39])([F:38])[F:37])[C:14]([F:35])([F:34])[C:15]([P:18]([C:21]([F:33])([F:32])[C:22]([F:31])([F:30])[C:23]([F:29])([F:28])[C:24]([F:27])([F:26])[F:25])(=O)[OH:19])([F:17])[F:16].Cl. No catalyst specified. The product is [F:12][C:13]([F:40])([C:36]([F:39])([F:38])[F:37])[C:14]([F:35])([F:34])[C:15]([P:18]([Cl:8])([C:21]([F:33])([F:32])[C:22]([F:31])([F:30])[C:23]([F:29])([F:28])[C:24]([F:27])([F:26])[F:25])=[O:19])([F:17])[F:16]. The yield is 0.760. (4) The reactants are Br[CH2:2][C:3]#[N:4].C(N(C(C)C)C(C)C)C.[CH3:14][O:15][C:16]1[C:36]([O:37][CH3:38])=[CH:35][C:19]([CH2:20][O:21][C:22]([N:24]([CH3:34])[C@@H:25]([CH2:29][S:30][S:31][CH2:32][CH3:33])[C:26]([OH:28])=[O:27])=[O:23])=[C:18]([N+:39]([O-:41])=[O:40])[CH:17]=1.[Cl-].[NH4+]. The catalyst is CN(C=O)C. The product is [CH3:14][O:15][C:16]1[C:36]([O:37][CH3:38])=[CH:35][C:19]([CH2:20][O:21][C:22]([N:24]([CH3:34])[C@@H:25]([CH2:29][S:30][S:31][CH2:32][CH3:33])[C:26]([O:28][CH2:2][C:3]#[N:4])=[O:27])=[O:23])=[C:18]([N+:39]([O-:41])=[O:40])[CH:17]=1. The yield is 0.850. (5) The reactants are C([Sn](CCCC)(CCCC)[C:6]1[C:7]([CH:12]=[O:13])=[N:8][CH:9]=[CH:10][CH:11]=1)CCC.Br[C:23]1[CH:24]=[C:25]([CH:30]=[CH:31][CH:32]=1)[C:26]([O:28][CH3:29])=[O:27]. The catalyst is CN(C=O)C.C([O-])(O)=O.[Na+].CCOC(C)=O.Cl[Pd](Cl)([P](C1C=CC=CC=1)(C1C=CC=CC=1)C1C=CC=CC=1)[P](C1C=CC=CC=1)(C1C=CC=CC=1)C1C=CC=CC=1. The product is [CH3:29][O:28][C:26](=[O:27])[C:25]1[CH:30]=[CH:31][CH:32]=[C:23]([C:6]2[C:7]([CH:12]=[O:13])=[N:8][CH:9]=[CH:10][CH:11]=2)[CH:24]=1. The yield is 0.170. (6) The reactants are [CH2:1]([C@H:8]1[CH2:12][O:11][C:10](=[O:13])[N:9]1[C:14](=[O:22])[CH2:15][CH2:16][CH:17]1[CH2:21][CH2:20][CH2:19][CH2:18]1)[C:2]1[CH:7]=[CH:6][CH:5]=[CH:4][CH:3]=1.C(N(C(C)C)CC)(C)C.[CH2:32]([O:39][CH2:40]Cl)[C:33]1[CH:38]=[CH:37][CH:36]=[CH:35][CH:34]=1. The catalyst is ClCCl.[Ti](Cl)(Cl)(Cl)Cl. The product is [CH:17]1([CH2:16][C@H:15]([CH2:40][O:39][CH2:32][C:33]2[CH:38]=[CH:37][CH:36]=[CH:35][CH:34]=2)[C:14]([N:9]2[C@@H:8]([CH2:1][C:2]3[CH:3]=[CH:4][CH:5]=[CH:6][CH:7]=3)[CH2:12][O:11][C:10]2=[O:13])=[O:22])[CH2:18][CH2:19][CH2:20][CH2:21]1. The yield is 0.720.